This data is from Full USPTO retrosynthesis dataset with 1.9M reactions from patents (1976-2016). The task is: Predict the reactants needed to synthesize the given product. (1) Given the product [CH3:37][P:32]1(=[O:36])[CH2:31][CH2:30][CH:29]([C:26]2[CH:25]=[CH:24][C:23]([C:21]([NH:20][C:10]3[CH:11]=[C:12]([C:15]4[S:16][CH:17]=[CH:18][CH:19]=4)[CH:13]=[CH:14][C:9]=3[NH:8][C:6](=[O:7])[O:5][C:2]([CH3:4])([CH3:1])[CH3:3])=[O:22])=[CH:28][CH:27]=2)[O:33]1, predict the reactants needed to synthesize it. The reactants are: [CH3:1][C:2]([O:5][C:6]([NH:8][C:9]1[CH:14]=[CH:13][C:12]([C:15]2[S:16][CH:17]=[CH:18][CH:19]=2)=[CH:11][C:10]=1[NH:20][C:21]([C:23]1[CH:28]=[CH:27][C:26]([C:29](=O)[CH2:30][CH2:31][P:32]([CH3:37])(=[O:36])[O:33]CC)=[CH:25][CH:24]=1)=[O:22])=[O:7])([CH3:4])[CH3:3].[BH4-].[Na+].[NH4+].[Cl-]. (2) Given the product [Cl:1][C:2]1[C:3]([NH:15][CH:16]2[CH2:30][CH:19]3[CH2:20][NH:21][CH2:22][CH:18]3[CH2:17]2)=[N:4][C:5]([NH:8][C:9]2[N:10]=[CH:11][N:12]([CH3:14])[CH:13]=2)=[N:6][CH:7]=1, predict the reactants needed to synthesize it. The reactants are: [Cl:1][C:2]1[C:3]([NH:15][CH:16]2[CH2:30][CH:19]3[CH2:20][N:21](C(OC(C)(C)C)=O)[CH2:22][CH:18]3[CH2:17]2)=[N:4][C:5]([NH:8][C:9]2[N:10]=[CH:11][N:12]([CH3:14])[CH:13]=2)=[N:6][CH:7]=1.Cl.CCOC(C)=O. (3) Given the product [CH2:1]([O:4][C:5]1[CH:19]=[CH:18][C:8]([CH2:9][S:10]([CH2:11][CH2:12][N:13]2[CH:17]=[CH:16][N:15]=[N:14]2)=[O:28])=[CH:7][CH:6]=1)[CH:2]=[CH2:3], predict the reactants needed to synthesize it. The reactants are: [CH2:1]([O:4][C:5]1[CH:19]=[CH:18][C:8]([CH2:9][S:10][CH2:11][CH2:12][N:13]2[CH:17]=[CH:16][N:15]=[N:14]2)=[CH:7][CH:6]=1)[CH:2]=[CH2:3].ClC1C=C(C(OO)=[O:28])C=CC=1. (4) Given the product [C:6]1([S:12]([C:15]2[CH:4]=[CH:3][CH:2]=[CH:1][N:16]=2)(=[O:13])=[O:14])[CH:7]=[CH:8][CH:9]=[CH:10][CH:11]=1, predict the reactants needed to synthesize it. The reactants are: [CH:1](=O)/[CH:2]=[CH:3]/[CH3:4].[C:6]1([S:12]([C:15]#[N:16])(=[O:14])=[O:13])[CH:11]=[CH:10][CH:9]=[CH:8][CH:7]=1.C1(C)C=CC=CC=1.Cl([O-])(=O)(=O)=O.[Na+]. (5) Given the product [Cl:36][C:31]1[CH:32]=[CH:33][CH:34]=[CH:35][C:30]=1[C@H:9]([N:10]([C:23]1[CH:28]=[CH:27][CH:26]=[C:25]([F:29])[CH:24]=1)[C:11]([C@@H:13]1[CH2:18][N:17]([CH3:38])[CH2:16][CH2:15][N:14]1[C:19]([O:21][CH3:22])=[O:20])=[O:12])[C:7]([NH:6][CH:4]1[CH2:3][C:2]([F:1])([F:37])[CH2:5]1)=[O:8], predict the reactants needed to synthesize it. The reactants are: [F:1][C:2]1([F:37])[CH2:5][CH:4]([NH:6][C:7]([C@H:9]([C:30]2[CH:35]=[CH:34][CH:33]=[CH:32][C:31]=2[Cl:36])[N:10]([C:23]2[CH:28]=[CH:27][CH:26]=[C:25]([F:29])[CH:24]=2)[C:11]([C@@H:13]2[CH2:18][NH:17][CH2:16][CH2:15][N:14]2[C:19]([O:21][CH3:22])=[O:20])=[O:12])=[O:8])[CH2:3]1.[CH2:38]=O.N#N.[BH4-].[Na+]. (6) The reactants are: [Na].[SH:2][C:3]1[CH:8]=[CH:7][CH:6]=[CH:5][N+:4]=1[O-:9].S(S([O-])=O)([O-])(=O)=O.[Na+].[Na+].S([O-])([O-])(=O)=O.[Zn+2:24].[CH:25]1[CH:31]=[CH:30][N:29]([O-:32])[C:27](=[S:28])[CH:26]=1.[Na+]. Given the product [CH:7]1[CH:6]=[CH:5][N:4]([O-:9])[C:3](=[S:2])[CH:8]=1.[CH:25]1[CH:31]=[CH:30][N:29]([O-:32])[C:27](=[S:28])[CH:26]=1.[Zn+2:24], predict the reactants needed to synthesize it. (7) Given the product [Cl:35][C:36]1[N:37]=[C:38]([C:17]2[C:18]([CH:20]3[CH2:21][CH2:22]3)=[N:19][C:12]([N:9]3[CH2:10][CH2:11][N:6]([C:4]([CH:1]4[CH2:2][CH2:3]4)=[O:5])[C@H:7]([CH:32]4[CH2:34][CH2:33]4)[CH2:8]3)=[C:13]([CH:16]=2)[C:14]#[N:15])[CH:39]=[N:40][CH:41]=1, predict the reactants needed to synthesize it. The reactants are: [CH:1]1([C:4]([N:6]2[CH2:11][CH2:10][N:9]([C:12]3[N:19]=[C:18]([CH:20]4[CH2:22][CH2:21]4)[C:17](B4OC(C)(C)C(C)(C)O4)=[CH:16][C:13]=3[C:14]#[N:15])[CH2:8][C@H:7]2[CH:32]2[CH2:34][CH2:33]2)=[O:5])[CH2:3][CH2:2]1.[Cl:35][C:36]1[CH:41]=[N:40][CH:39]=[C:38](Cl)[N:37]=1.C([O-])([O-])=O.[K+].[K+]. (8) Given the product [Cl:24][C:25]1[C:26]([CH:40]([C:52]2[CH:57]=[C:56]([F:58])[CH:55]=[CH:54][C:53]=2[F:59])[S:41]([C:44]2[CH:49]=[CH:48][C:47]([F:50])=[C:46]([F:51])[CH:45]=2)(=[O:43])=[O:42])=[CH:27][C:28]([NH:31][S:32]([CH3:35])(=[O:34])=[O:33])=[N:29][CH:30]=1, predict the reactants needed to synthesize it. The reactants are: O1CCCC1.[F-].C([N+](CCCC)(CCCC)CCCC)CCC.[Cl:24][C:25]1[C:26]([CH:40]([C:52]2[CH:57]=[C:56]([F:58])[CH:55]=[CH:54][C:53]=2[F:59])[S:41]([C:44]2[CH:49]=[CH:48][C:47]([F:50])=[C:46]([F:51])[CH:45]=2)(=[O:43])=[O:42])=[CH:27][C:28]([N:31](S(C)(=O)=O)[S:32]([CH3:35])(=[O:34])=[O:33])=[N:29][CH:30]=1.CCCCCC. (9) Given the product [NH2:44][C@@H:39]1[CH2:40][CH2:41][CH2:42][CH2:43][C@@H:38]1[NH:45][C:21]([C:18]1[N:17]=[C:16]([C:24]2[CH:29]=[CH:28][C:27]([Cl:30])=[CH:26][C:25]=2[Cl:31])[N:15]([C:12]2[CH:11]=[CH:10][C:9]([O:8][CH2:1][C:2]3[CH:7]=[CH:6][CH:5]=[CH:4][CH:3]=3)=[CH:14][CH:13]=2)[C:19]=1[CH3:20])=[O:22], predict the reactants needed to synthesize it. The reactants are: [CH2:1]([O:8][C:9]1[CH:14]=[CH:13][C:12]([N:15]2[C:19]([CH3:20])=[C:18]([C:21](O)=[O:22])[N:17]=[C:16]2[C:24]2[CH:29]=[CH:28][C:27]([Cl:30])=[CH:26][C:25]=2[Cl:31])=[CH:11][CH:10]=1)[C:2]1[CH:7]=[CH:6][CH:5]=[CH:4][CH:3]=1.C(Cl)(=O)C(Cl)=O.[C@@H:38]1([NH2:45])[CH2:43][CH2:42][CH2:41][CH2:40][C@@H:39]1[NH2:44].[OH-].[Na+].